This data is from Reaction yield outcomes from USPTO patents with 853,638 reactions. The task is: Predict the reaction yield, written as a fraction of the theoretical maximum amount of product (1.0 means a 100% yield; for example, 0.34 means a 34% yield). (1) The reactants are [NH2:1][C@@H:2]([C:7]([OH:9])=[O:8])[C:3]([SH:6])([CH3:5])[CH3:4].[OH-].[Na+].Br[CH2:13][CH2:14][OH:15].C(=O)([O-])[O-].[Na+].[Na+].[C:22]([O:26][C:27]1[CH:32]=[CH:31][C:30]([S:33](Cl)(=[O:35])=[O:34])=[CH:29][CH:28]=1)#[C:23][CH2:24][CH3:25]. The catalyst is CO.CN(C=O)C. The product is [CH2:22]([O:26][C:27]1[CH:32]=[CH:31][C:30]([S:33]([NH:1][C@H:2]([C:7]([OH:9])=[O:8])[C:3]([S:6][CH2:13][CH2:14][OH:15])([CH3:5])[CH3:4])(=[O:35])=[O:34])=[CH:29][CH:28]=1)[C:23]#[C:24][CH3:25]. The yield is 0.896. (2) The reactants are [CH2:1]([O:8][C:9]1[CH:18]=[C:17]2[C:12]([C:13](=[O:19])[CH:14]=[CH:15][NH:16]2)=[CH:11][C:10]=1[O:20][CH3:21])[C:2]1[CH:7]=[CH:6][CH:5]=[CH:4][CH:3]=1.C(=O)([O-])[O-].[Cs+].[Cs+].F[C:29]1[CH:34]=[CH:33][C:32]([N+:35]([O-:37])=[O:36])=[CH:31][C:30]=1[F:38]. The catalyst is CN(C=O)C.CC#N. The product is [CH2:1]([O:8][C:9]1[CH:18]=[C:17]2[C:12]([C:13]([O:19][C:29]3[CH:34]=[CH:33][C:32]([N+:35]([O-:37])=[O:36])=[CH:31][C:30]=3[F:38])=[CH:14][CH:15]=[N:16]2)=[CH:11][C:10]=1[O:20][CH3:21])[C:2]1[CH:7]=[CH:6][CH:5]=[CH:4][CH:3]=1. The yield is 0.410. (3) The reactants are [Br:1][C:2]1[N:7]=[CH:6][C:5]([CH:8]([C:10]2[C:18]3[C:13](=[N:14][CH:15]=[CH:16][CH:17]=3)[NH:12][CH:11]=2)O)=[CH:4][CH:3]=1.BrC1N=CC(C(OC)C2C3C(=NC=CC=3)NC=2)=CC=1.C([SiH](CC)CC)C.FC(F)(F)C(O)=O. The catalyst is C(#N)C. The product is [Br:1][C:2]1[N:7]=[CH:6][C:5]([CH2:8][C:10]2[C:18]3[C:13](=[N:14][CH:15]=[CH:16][CH:17]=3)[NH:12][CH:11]=2)=[CH:4][CH:3]=1. The yield is 0.600. (4) The reactants are [C:1]([CH:6]1[CH:10]2[O:11][C:12](=[O:22])[CH:13]3[CH:14]([C:15]([O:17]C(C)(C)C)=[O:16])[CH:7]1[CH2:8][CH:9]23)(=[O:5])[C:2]([CH3:4])=[CH2:3].C1(C)C=CC=CC=1.C(OC(C)(C)C)=O. The catalyst is C(O)=O. The product is [C:1]([CH:6]1[CH:10]2[O:11][C:12](=[O:22])[CH:13]3[CH:14]([C:15]([OH:17])=[O:16])[CH:7]1[CH2:8][CH:9]23)(=[O:5])[C:2]([CH3:4])=[CH2:3]. The yield is 0.890. (5) The reactants are [N:1]1[CH:6]=[CH:5][CH:4]=[CH:3][C:2]=1[C:7]1[N:11]=[C:10]([C:12]2[CH:17]=[C:16]([F:18])[CH:15]=[C:14](Br)[CH:13]=2)[O:9][N:8]=1.[N:20]1[CH:25]=[CH:24][C:23](B(O)O)=[CH:22][CH:21]=1.COCCOC.C(=O)([O-])[O-].[Na+].[Na+]. The catalyst is CCCCCC.C1C=CC([P]([Pd]([P](C2C=CC=CC=2)(C2C=CC=CC=2)C2C=CC=CC=2)([P](C2C=CC=CC=2)(C2C=CC=CC=2)C2C=CC=CC=2)[P](C2C=CC=CC=2)(C2C=CC=CC=2)C2C=CC=CC=2)(C2C=CC=CC=2)C2C=CC=CC=2)=CC=1.C(OCC)(=O)C. The product is [N:1]1[CH:6]=[CH:5][CH:4]=[CH:3][C:2]=1[C:7]1[N:11]=[C:10]([C:12]2[CH:13]=[C:14]([C:23]3[CH:24]=[CH:25][N:20]=[CH:21][CH:22]=3)[CH:15]=[C:16]([F:18])[CH:17]=2)[O:9][N:8]=1. The yield is 0.0700. (6) The reactants are [F:1][C:2]1([F:17])[CH2:7][CH2:6][N:5]([C:8]2[CH:13]=[CH:12][CH:11]=[CH:10][C:9]=2[N+:14]([O-])=O)[CH2:4][CH2:3]1. The catalyst is CO.[Pd]. The product is [F:17][C:2]1([F:1])[CH2:7][CH2:6][N:5]([C:8]2[CH:13]=[CH:12][CH:11]=[CH:10][C:9]=2[NH2:14])[CH2:4][CH2:3]1. The yield is 0.690. (7) The reactants are [Cl:1][C:2]1[N:7]=[C:6]([NH2:8])[C:5]([CH3:9])=[CH:4][N:3]=1.Br[C:11]1[C:19]2[O:18][CH2:17][O:16][C:15]=2[CH:14]=[CH:13][CH:12]=1.CC1(C)C2C(=C(P(C3C=CC=CC=3)C3C=CC=CC=3)C=CC=2)OC2C(P(C3C=CC=CC=3)C3C=CC=CC=3)=CC=CC1=2.C(=O)([O-])[O-].[Cs+].[Cs+]. The catalyst is O1CCOCC1.C(Cl)Cl.C1C=CC(/C=C/C(/C=C/C2C=CC=CC=2)=O)=CC=1.C1C=CC(/C=C/C(/C=C/C2C=CC=CC=2)=O)=CC=1.C1C=CC(/C=C/C(/C=C/C2C=CC=CC=2)=O)=CC=1.[Pd].[Pd]. The product is [O:16]1[C:15]2[CH:14]=[CH:13][CH:12]=[C:11]([NH:8][C:6]3[C:5]([CH3:9])=[CH:4][N:3]=[C:2]([Cl:1])[N:7]=3)[C:19]=2[O:18][CH2:17]1. The yield is 0.390. (8) The reactants are [N+:1]([C:4]1[CH:5]=[N:6][N:7]([S:9]([C:12]2[CH:18]=[CH:17][C:15]([CH3:16])=[CH:14][CH:13]=2)(=[O:11])=[O:10])[CH:8]=1)([O-])=O.[H][H]. The catalyst is [Pd].CO. The product is [S:9]([N:7]1[CH:8]=[C:4]([NH2:1])[CH:5]=[N:6]1)([C:12]1[CH:18]=[CH:17][C:15]([CH3:16])=[CH:14][CH:13]=1)(=[O:11])=[O:10]. The yield is 0.710. (9) The reactants are [CH3:1][C@H:2]1[CH2:4][O:3]1.C(N(CC)CC)C.[C:12]1([OH:18])[CH:17]=[CH:16][CH:15]=[CH:14][CH:13]=1.N1C=CN=C1.C([Si](C(C)C)(C(C)C)Cl)(C)C. The catalyst is CN(C=O)C. The product is [O:18]([CH2:1][C@@H:2]([OH:3])[CH3:4])[C:12]1[CH:17]=[CH:16][CH:15]=[CH:14][CH:13]=1. The yield is 0.620. (10) The reactants are [CH:1]#[C:2][CH2:3][NH:4][C@H:5]1[C:9]2[CH:10]=[CH:11][CH:12]=[CH:13][C:8]=2[CH2:7][CH2:6]1.[CH3:14][S:15]([OH:18])(=[O:17])=[O:16]. No catalyst specified. The product is [CH3:14][S:15]([OH:18])(=[O:17])=[O:16].[CH:1]#[C:2][CH2:3][NH:4][C@H:5]1[C:9]2[CH:10]=[CH:11][CH:12]=[CH:13][C:8]=2[CH2:7][CH2:6]1. The yield is 0.855.